This data is from Catalyst prediction with 721,799 reactions and 888 catalyst types from USPTO. The task is: Predict which catalyst facilitates the given reaction. (1) Reactant: [F:1][C:2]([F:13])([F:12])[C:3]1[CH:11]=[CH:10][CH:9]=[C:8]2[C:4]=1[CH:5]=[CH:6][NH:7]2.[OH-].[K+].[CH3:16][O:17][CH2:18][CH2:19]Br. Product: [CH3:16][O:17][CH2:18][CH2:19][N:7]1[C:8]2[C:4](=[C:3]([C:2]([F:1])([F:12])[F:13])[CH:11]=[CH:10][CH:9]=2)[CH:5]=[CH:6]1. The catalyst class is: 16. (2) Reactant: [CH3:1][O:2][C:3]([C:5]1[C:6]([O:13][CH3:14])=[N:7][C:8](Cl)=[CH:9][C:10]=1[CH3:11])=[O:4].[NH:15]1[CH2:20][CH2:19][O:18][CH2:17][CH2:16]1.CCN(CC)CC.CCOC(C)=O. Product: [CH3:1][O:2][C:3]([C:5]1[C:6]([O:13][CH3:14])=[N:7][C:8]([N:15]2[CH2:20][CH2:19][O:18][CH2:17][CH2:16]2)=[CH:9][C:10]=1[CH3:11])=[O:4]. The catalyst class is: 37. (3) Reactant: [H-].[Na+].[Cl:3][C:4]1[N:5]=[N:6][C:7]([Cl:23])=[CH:8][C:9]=1[C:10]([C:12]1[CH:21]=[C:20]([CH3:22])[C:15]2[NH:16][C:17](=[O:19])[O:18][C:14]=2[CH:13]=1)=[O:11].I[CH3:25]. Product: [Cl:3][C:4]1[N:5]=[N:6][C:7]([Cl:23])=[CH:8][C:9]=1[C:10]([C:12]1[CH:21]=[C:20]([CH3:22])[C:15]2[N:16]([CH3:25])[C:17](=[O:19])[O:18][C:14]=2[CH:13]=1)=[O:11]. The catalyst class is: 3. (4) Reactant: [CH:1]([C:4]1[NH:8][N:7]=[C:6]([NH:9][C:10]2[C:11]3[CH2:32][CH2:31][CH2:30][C:12]=3[N:13]=[C:14]([N:16]3[CH2:20][CH2:19][CH2:18][C@H:17]3[C:21]([NH:23][C:24]3[CH:25]=[N:26][CH:27]=[CH:28][CH:29]=3)=[O:22])[N:15]=2)[CH:5]=1)([CH3:3])[CH3:2].C1C=C(Cl)C=C(C(OO)=[O:41])C=1. Product: [CH:1]([C:4]1[NH:8][N:7]=[C:6]([NH:9][C:10]2[C:11]3[CH2:32][CH2:31][CH2:30][C:12]=3[N:13]=[C:14]([N:16]3[CH2:20][CH2:19][CH2:18][C@H:17]3[C:21]([NH:23][C:24]3[CH:25]=[N+:26]([O-:41])[CH:27]=[CH:28][CH:29]=3)=[O:22])[N:15]=2)[CH:5]=1)([CH3:3])[CH3:2]. The catalyst class is: 2. (5) Reactant: Cl[C:2]([O:4][C:5]([CH3:7])=[CH2:6])=[O:3].[CH:8]1([N:11]([CH:25]2[CH2:30][CH2:29][NH:28][CH2:27][CH2:26]2)[C:12](=[O:24])[C:13]2[CH:18]=[CH:17][C:16]([C:19]3[O:23][CH:22]=[N:21][CH:20]=3)=[CH:15][CH:14]=2)[CH2:10][CH2:9]1.C(N(CC)CC)C. Product: [C:5]([O:4][C:2]([N:28]1[CH2:27][CH2:26][CH:25]([N:11]([CH:8]2[CH2:9][CH2:10]2)[C:12](=[O:24])[C:13]2[CH:14]=[CH:15][C:16]([C:19]3[O:23][CH:22]=[N:21][CH:20]=3)=[CH:17][CH:18]=2)[CH2:30][CH2:29]1)=[O:3])([CH3:7])=[CH2:6]. The catalyst class is: 4. (6) Reactant: [C:1]([C:5]1[N:9]([CH2:10][CH:11]2[CH2:16][CH2:15][C:14]([F:18])([F:17])[CH2:13][CH2:12]2)[C:8]2[CH:19]=[CH:20][C:21]([S:23](Cl)(=[O:25])=[O:24])=[CH:22][C:7]=2[N:6]=1)([CH3:4])([CH3:3])[CH3:2].[NH:27]1[CH:31]=[C:30]([CH:32]=[O:33])[CH:29]=[N:28]1. Product: [C:1]([C:5]1[N:9]([CH2:10][CH:11]2[CH2:16][CH2:15][C:14]([F:18])([F:17])[CH2:13][CH2:12]2)[C:8]2[CH:19]=[CH:20][C:21]([S:23]([N:27]3[CH:31]=[C:30]([CH:32]=[O:33])[CH:29]=[N:28]3)(=[O:25])=[O:24])=[CH:22][C:7]=2[N:6]=1)([CH3:4])([CH3:3])[CH3:2]. The catalyst class is: 864.